This data is from Catalyst prediction with 721,799 reactions and 888 catalyst types from USPTO. The task is: Predict which catalyst facilitates the given reaction. (1) Reactant: [C:1]([C:3]1[CH:8]=[CH:7][C:6]([C:9]2[CH:10]=[N:11][N:12]3[CH:17]=[CH:16][C:15]([C:18]4[CH:26]=[CH:25][C:21]([C:22](O)=[O:23])=[CH:20][CH:19]=4)=[N:14][C:13]=23)=[CH:5][CH:4]=1)#[N:2].CN1CCO[CH2:30][CH2:29]1.CN(C(ON1N=[N:49][C:44]2C=[CH:46][CH:47]=[N:48][C:43]1=2)=[N+](C)C)C.F[P-](F)(F)(F)(F)F.CN1CCNCC1. Product: [CH2:29]([N:48]1[CH2:43][CH2:44][N:49]([C:22]([C:21]2[CH:25]=[CH:26][C:18]([C:15]3[CH:16]=[CH:17][N:12]4[N:11]=[CH:10][C:9]([C:6]5[CH:5]=[CH:4][C:3]([C:1]#[N:2])=[CH:8][CH:7]=5)=[C:13]4[N:14]=3)=[CH:19][CH:20]=2)=[O:23])[CH2:46][CH2:47]1)[CH3:30]. The catalyst class is: 31. (2) The catalyst class is: 106. Product: [C@H:1]1([OH:11])[C@H:10]2[N:5]([CH2:4][CH2:8][CH2:9]2)[CH2:6][CH2:7]1. Reactant: [CH:1]1([OH:11])[CH:10]2[N:5]([CH2:6][CH2:7][CH2:8][CH2:9]2)[CH2:4]CC1.CN1C[C@H]2[C@@H](O)CC[C@H]2C1.C(N1C[C@H]2[C@@H](O)CC[C@H]2C1)(C1C=CC=CC=1)(C1C=CC=CC=1)C1C=CC=CC=1.C=O. (3) Reactant: [NH2:1][C:2]1[C:6]([C:7]([NH2:9])=[O:8])=[CH:5][N:4]([CH:10]2[CH2:14][CH2:13][CH2:12][CH2:11]2)[N:3]=1.[F:15][C:16]([F:27])([C:20]1[CH:25]=[CH:24][C:23]([F:26])=[CH:22][N:21]=1)[C:17]([O-])=O.[Na+].C[Si](OP(=O)=O)(C)C.CCOC(C)=O. Product: [CH:10]1([N:4]2[CH:5]=[C:6]3[C:2]([N:1]=[C:17]([C:16]([F:27])([F:15])[C:20]4[CH:25]=[CH:24][C:23]([F:26])=[CH:22][N:21]=4)[N:9]=[C:7]3[OH:8])=[N:3]2)[CH2:11][CH2:12][CH2:13][CH2:14]1. The catalyst class is: 6.